Dataset: Forward reaction prediction with 1.9M reactions from USPTO patents (1976-2016). Task: Predict the product of the given reaction. (1) Given the reactants Cl.[F:2][C:3]([F:16])([F:15])[C:4]1[N:9]=[N:8][C:7]([C:10]2([CH2:13][NH2:14])[CH2:12][CH2:11]2)=[CH:6][CH:5]=1.C(N(CC)CC)C.[F:24][C:25]([F:36])([F:35])[C:26]1[CH:34]=[CH:33][CH:32]=[CH:31][C:27]=1[C:28](Cl)=[O:29], predict the reaction product. The product is: [F:24][C:25]([F:35])([F:36])[C:26]1[CH:34]=[CH:33][CH:32]=[CH:31][C:27]=1[C:28]([NH:14][CH2:13][C:10]1([C:7]2[N:8]=[N:9][C:4]([C:3]([F:2])([F:15])[F:16])=[CH:5][CH:6]=2)[CH2:12][CH2:11]1)=[O:29]. (2) Given the reactants [Cl:1][C:2]1[CH:3]=[CH:4][C:5]([NH:18][CH2:19][CH:20]2[CH2:25][CH2:24][NH:23][CH2:22][CH2:21]2)=[C:6]([CH:17]=1)[C:7]([NH:9][C:10]1[CH:15]=[CH:14][C:13]([CH3:16])=[CH:12][N:11]=1)=[O:8].[O:26]1[CH2:31][CH2:30][C:29](=O)[CH2:28][CH2:27]1.C([BH3-])#N.[Na+], predict the reaction product. The product is: [Cl:1][C:2]1[CH:3]=[CH:4][C:5]([NH:18][CH2:19][CH:20]2[CH2:25][CH2:24][N:23]([CH:29]3[CH2:30][CH2:31][O:26][CH2:27][CH2:28]3)[CH2:22][CH2:21]2)=[C:6]([CH:17]=1)[C:7]([NH:9][C:10]1[CH:15]=[CH:14][C:13]([CH3:16])=[CH:12][N:11]=1)=[O:8]. (3) Given the reactants [Si:1](Cl)([C:4]([CH3:7])([CH3:6])[CH3:5])([CH3:3])[CH3:2].[Br:9][CH2:10][CH2:11][CH2:12][CH2:13][CH2:14][CH2:15][CH2:16][CH2:17][CH2:18][OH:19].N1C=CN=C1, predict the reaction product. The product is: [Br:9][CH2:10][CH2:11][CH2:12][CH2:13][CH2:14][CH2:15][CH2:16][CH2:17][CH2:18][O:19][Si:1]([C:4]([CH3:7])([CH3:6])[CH3:5])([CH3:3])[CH3:2]. (4) Given the reactants [CH2:1]([N:8]1[C:16]2[C:11](=[N:12][CH:13]=[C:14]([C:26]([OH:28])=O)[C:15]=2[O:17][CH2:18][C:19]2[CH:24]=[CH:23][C:22]([F:25])=[CH:21][CH:20]=2)[C:10]([CH3:29])=[C:9]1[CH3:30])[C:2]1[CH:7]=[CH:6][CH:5]=[CH:4][CH:3]=1.O.O[N:33]1[C:37]2[CH:38]=[CH:39][CH:39]=[CH:38][C:37]=2[N:33]=N1.Cl.CN(C)CCCN=C=NCC.C(N(C(C)C)CC)(C)C.C1(N)CC1, predict the reaction product. The product is: [CH2:1]([N:8]1[C:16]2[C:11](=[N:12][CH:13]=[C:14]([C:26]([NH:33][CH:37]3[CH2:38][CH2:39]3)=[O:28])[C:15]=2[O:17][CH2:18][C:19]2[CH:20]=[CH:21][C:22]([F:25])=[CH:23][CH:24]=2)[C:10]([CH3:29])=[C:9]1[CH3:30])[C:2]1[CH:7]=[CH:6][CH:5]=[CH:4][CH:3]=1. (5) The product is: [F:1][C:2]1[CH:7]=[CH:6][C:5]([CH:8]2[CH2:17][C:16]3[C:11](=[CH:12][CH:13]=[C:14]([CH3:18])[CH:15]=3)[N:10]([N:19]=[C:25]([CH3:27])[CH3:24])[CH2:9]2)=[CH:4][CH:3]=1. Given the reactants [F:1][C:2]1[CH:7]=[CH:6][C:5]([CH:8]2[CH2:17][C:16]3[C:11](=[CH:12][CH:13]=[C:14]([CH3:18])[CH:15]=3)[N:10]([N:19]=O)[CH2:9]2)=[CH:4][CH:3]=1.[Cl-].[NH4+].O.[CH3:24][C:25]([CH3:27])=O, predict the reaction product. (6) Given the reactants [C:1](=[O:53])(OC1C=CC([N+]([O-])=O)=CC=1)[O:2][CH2:3][C:4]1[CH:9]=[CH:8][C:7]([NH:10][C:11](=[O:42])[C@@H:12]([NH:20][C:21](=[O:41])[C@@H:22]([NH:26][C:27](=[O:40])[CH2:28][CH2:29][CH2:30][CH2:31][CH2:32][N:33]2[C:37](=[O:38])[CH:36]=[CH:35][C:34]2=[O:39])[CH:23]([CH3:25])[CH3:24])[CH2:13][CH2:14][CH2:15][NH:16][C:17]([NH2:19])=[O:18])=[CH:6][CH:5]=1.[N:54]1([C:60]([O:62][C:63]([CH3:66])([CH3:65])[CH3:64])=[O:61])[CH2:59][CH2:58][NH:57][CH2:56][CH2:55]1.C(OCC)C, predict the reaction product. The product is: [O:39]=[C:34]1[CH:35]=[CH:36][C:37](=[O:38])[N:33]1[CH2:32][CH2:31][CH2:30][CH2:29][CH2:28][C:27]([NH:26][C@H:22]([C:21]([NH:20][C@H:12]([C:11]([NH:10][C:7]1[CH:6]=[CH:5][C:4]([CH2:3][O:2][C:1]([N:57]2[CH2:56][CH2:55][N:54]([C:60]([O:62][C:63]([CH3:66])([CH3:65])[CH3:64])=[O:61])[CH2:59][CH2:58]2)=[O:53])=[CH:9][CH:8]=1)=[O:42])[CH2:13][CH2:14][CH2:15][NH:16][C:17](=[O:18])[NH2:19])=[O:41])[CH:23]([CH3:24])[CH3:25])=[O:40].